Dataset: Forward reaction prediction with 1.9M reactions from USPTO patents (1976-2016). Task: Predict the product of the given reaction. (1) Given the reactants Cl[C:2]1[C:11]2[C:6](=[CH:7][CH:8]=[CH:9][CH:10]=2)[N:5]=[CH:4][C:3]=1[N+:12]([O-:14])=[O:13].C(N(CC)CC)C.[NH2:22][CH2:23][C:24]([NH2:27])([CH3:26])[CH3:25], predict the reaction product. The product is: [CH3:25][C:24]([NH2:27])([CH3:26])[CH2:23][NH:22][C:2]1[C:11]2[C:6](=[CH:7][CH:8]=[CH:9][CH:10]=2)[N:5]=[CH:4][C:3]=1[N+:12]([O-:14])=[O:13]. (2) Given the reactants [C:1](=O)([O:27]C1C=CC=CC=1)[O:2][CH2:3][CH2:4][C:5]1[CH:10]=[CH:9][C:8]([N:11]2[C:15]3[CH:16]=[C:17]([Cl:24])[C:18]([C:20]([F:23])([F:22])[F:21])=[CH:19][C:14]=3[N:13]=[C:12]2[CH2:25][CH3:26])=[CH:7][CH:6]=1.[CH:35]1[C:44]2[C:39](=[C:40]([S:45]([NH2:48])(=[O:47])=[O:46])[CH:41]=[CH:42][CH:43]=2)[CH:38]=[CH:37][N:36]=1, predict the reaction product. The product is: [Cl:24][C:17]1[C:18]([C:20]([F:23])([F:22])[F:21])=[CH:19][C:14]2[N:13]=[C:12]([CH2:25][CH3:26])[N:11]([C:8]3[CH:7]=[CH:6][C:5]([CH2:4][CH2:3][O:2][C:1](=[O:27])[NH:48][S:45]([C:40]4[CH:41]=[CH:42][CH:43]=[C:44]5[C:39]=4[CH:38]=[CH:37][N:36]=[CH:35]5)(=[O:47])=[O:46])=[CH:10][CH:9]=3)[C:15]=2[CH:16]=1. (3) Given the reactants [CH3:1][C:2]1[CH:7]=[CH:6][CH:5]=[C:4]([C:8]([F:11])([F:10])[F:9])[C:3]=1[NH2:12].C12CC3CC(CC(C3)C1N=[C:24]=[O:25])C2.ClC(OC(=O)OC(Cl)(Cl)Cl)(Cl)Cl.C(N(CC)CC)C, predict the reaction product. The product is: [CH3:1][C:2]1[CH:7]=[CH:6][CH:5]=[C:4]([C:8]([F:9])([F:10])[F:11])[C:3]=1[N:12]=[C:24]=[O:25]. (4) Given the reactants [I:1][C:2]1[CH:14]=[CH:13][C:12]2[C:11]3C(=[CH:7][CH:8]=[CH:9][CH:10]=3)C[C:4]=2[CH:3]=1.[CH3:15][C:16]([CH3:19])([O-])[CH3:17].[K+].CI, predict the reaction product. The product is: [CH3:15][C:16]1([CH3:19])[C:4]2[CH:3]=[C:2]([I:1])[CH:14]=[CH:13][C:12]=2[C:11]2[C:17]1=[CH:7][CH:8]=[CH:9][CH:10]=2. (5) Given the reactants [NH2:1][C:2]1[C:11]2[N:12]=[C:13]([CH2:31][O:32][CH2:33][CH3:34])[N:14]([CH2:15][CH2:16][CH2:17][CH2:18][O:19][N:20]3C(=O)C4C(=CC=CC=4)C3=O)[C:10]=2[C:9]2[CH2:8][CH2:7][CH2:6][CH2:5][C:4]=2[N:3]=1.NN, predict the reaction product. The product is: [NH2:20][O:19][CH2:18][CH2:17][CH2:16][CH2:15][N:14]1[C:10]2[C:9]3[CH2:8][CH2:7][CH2:6][CH2:5][C:4]=3[N:3]=[C:2]([NH2:1])[C:11]=2[N:12]=[C:13]1[CH2:31][O:32][CH2:33][CH3:34]. (6) The product is: [NH:1]1[CH2:4][CH:3]([C:5]2[CH:10]=[CH:9][C:8]([C:11]3[CH:12]=[C:13]4[C:17](=[CH:18][C:19]=3[Cl:20])[NH:16][CH:15]=[C:14]4[C:21]([OH:24])=[O:22])=[CH:7][CH:6]=2)[CH2:2]1. Given the reactants [NH:1]1[CH2:4][CH:3]([C:5]2[CH:10]=[CH:9][C:8]([C:11]3[CH:12]=[C:13]4[C:17](=[CH:18][C:19]=3[Cl:20])[NH:16][CH:15]=[C:14]4[CH:21]=[O:22])=[CH:7][CH:6]=2)[CH2:2]1.P([O-])(O)(O)=[O:24].[Na+].Cl([O-])=O.[Na+].S([O-])([O-])=O.[Na+].[Na+], predict the reaction product. (7) Given the reactants [CH2:1]([N:8]1[CH:12]=[C:11]([C:13]([O:15]CC)=[O:14])[C:10]([O:18][CH2:19][C:20]2[CH:25]=[CH:24][C:23]([O:26][CH2:27][C:28]3[N:29]=[C:30]([C:34]4[O:35][CH:36]=[CH:37][CH:38]=4)[O:31][C:32]=3[CH3:33])=[C:22]([Cl:39])[CH:21]=2)=[N:9]1)[C:2]1[CH:7]=[CH:6][CH:5]=[CH:4][CH:3]=1.O1CCCC1.[OH-].[Na+].Cl, predict the reaction product. The product is: [CH2:1]([N:8]1[CH:12]=[C:11]([C:13]([OH:15])=[O:14])[C:10]([O:18][CH2:19][C:20]2[CH:25]=[CH:24][C:23]([O:26][CH2:27][C:28]3[N:29]=[C:30]([C:34]4[O:35][CH:36]=[CH:37][CH:38]=4)[O:31][C:32]=3[CH3:33])=[C:22]([Cl:39])[CH:21]=2)=[N:9]1)[C:2]1[CH:7]=[CH:6][CH:5]=[CH:4][CH:3]=1.